From a dataset of Full USPTO retrosynthesis dataset with 1.9M reactions from patents (1976-2016). Predict the reactants needed to synthesize the given product. (1) The reactants are: [Cl:1][C:2]1[CH:3]=[N:4][C:5]([N:8]2[CH2:13][CH2:12][CH:11]([CH:14]3[CH2:16][C:15]3([CH2:19][OH:20])[C:17]#[N:18])[CH2:10][CH2:9]2)=[N:6][CH:7]=1.C(Cl)(=O)C(Cl)=O.CS(C)=O.C(N(CC)CC)C. Given the product [Cl:1][C:2]1[CH:3]=[N:4][C:5]([N:8]2[CH2:13][CH2:12][CH:11]([CH:14]3[CH2:16][C:15]3([CH:19]=[O:20])[C:17]#[N:18])[CH2:10][CH2:9]2)=[N:6][CH:7]=1, predict the reactants needed to synthesize it. (2) Given the product [F:1][C:2]1[CH:3]=[C:4]([CH:36]=[CH:37][C:38]=1[O:39][CH2:41][CH2:42][N:44]1[CH2:48][CH2:47][CH2:46][CH2:45]1)[CH2:5][N:7]([CH:33]([CH3:35])[CH3:34])[C:8]1[CH:13]=[C:12]([O:14][CH3:15])[CH:11]=[CH:10][C:9]=1[CH:16]1[CH2:25][CH2:24][C:23]2[CH:22]=[C:21]([OH:26])[CH:20]=[CH:19][C:18]=2[CH2:17]1, predict the reactants needed to synthesize it. The reactants are: [F:1][C:2]1[CH:3]=[C:4]([CH:36]=[CH:37][C:38]=1[OH:39])[C:5]([N:7]([CH:33]([CH3:35])[CH3:34])[C:8]1[CH:13]=[C:12]([O:14][CH3:15])[CH:11]=[CH:10][C:9]=1[CH:16]1[CH2:25][CH2:24][C:23]2[CH:22]=[C:21]([O:26]C(=O)C(C)(C)C)[CH:20]=[CH:19][C:18]=2[CH2:17]1)=O.Cl[CH2:41][C:42]([N:44]1[CH2:48][CH2:47][CH2:46][CH2:45]1)=O. (3) Given the product [CH2:14]([O:13][C:11]([C:6]12[CH2:5][CH2:4][C:3]([NH:2][CH2:34][C:33]([N:31]3[CH2:32][C@@H:28]([F:27])[CH2:29][C@H:30]3[C:46]#[N:47])=[O:45])([CH2:10][CH2:9]1)[CH2:8][CH2:7]2)=[O:12])[CH3:15], predict the reactants needed to synthesize it. The reactants are: Br.[NH2:2][C:3]12[CH2:10][CH2:9][C:6]([C:11]([O:13][CH2:14][CH3:15])=[O:12])([CH2:7][CH2:8]1)[CH2:5][CH2:4]2.C(=O)([O-])[O-].[K+].[K+].CN(C)C=O.[F:27][C@@H:28]1[CH2:32][N:31]([C:33](=[O:45])[CH2:34]OS(C2C=CC=CC=2)(=O)=O)[C@H:30]([C:46]#[N:47])[CH2:29]1. (4) Given the product [Cl:23][C:20]1[CH:21]=[CH:22][C:17]([NH:16][C:15]2[NH:28][C:6]([C:5]3[CH:10]=[CH:11][C:2]([OH:1])=[CH:3][CH:4]=3)=[N:8][N:9]=2)=[CH:18][C:19]=1[C:24]([F:25])([F:26])[F:27], predict the reactants needed to synthesize it. The reactants are: [OH:1][C:2]1[CH:11]=[CH:10][C:5]([C:6]([NH:8][NH2:9])=O)=[CH:4][CH:3]=1.I.CS[C:15](=[NH:28])[NH:16][C:17]1[CH:22]=[CH:21][C:20]([Cl:23])=[C:19]([C:24]([F:27])([F:26])[F:25])[CH:18]=1. (5) Given the product [CH2:32]([C:13]1[N:12]=[C:11]([CH3:36])[N:10]([C:6]2[CH:7]=[CH:8][CH:9]=[C:4]([C:1]([OH:3])([CH3:37])[CH3:2])[CH:5]=2)[C:15](=[O:16])[C:14]=1[CH2:17][C:18]1[CH:23]=[CH:22][C:21]([C:24]2[C:25]([C:30]#[N:31])=[CH:26][CH:27]=[CH:28][CH:29]=2)=[CH:20][CH:19]=1)[CH2:33][CH2:34][CH3:35], predict the reactants needed to synthesize it. The reactants are: [C:1]([C:4]1[CH:5]=[C:6]([N:10]2[C:15](=[O:16])[C:14]([CH2:17][C:18]3[CH:23]=[CH:22][C:21]([C:24]4[C:25]([C:30]#[N:31])=[CH:26][CH:27]=[CH:28][CH:29]=4)=[CH:20][CH:19]=3)=[C:13]([CH2:32][CH2:33][CH2:34][CH3:35])[N:12]=[C:11]2[CH3:36])[CH:7]=[CH:8][CH:9]=1)(=[O:3])[CH3:2].[CH3:37][Mg]Br.C(OCC)(=O)C.O. (6) Given the product [C:16]([C:13]1[CH:14]=[CH:15][C:10]([O:9][CH2:1][CH2:2][CH2:3][CH2:4][CH2:5][CH2:6][CH2:7][CH3:8])=[CH:11][CH:12]=1)#[CH:17], predict the reactants needed to synthesize it. The reactants are: [CH2:1]([O:9][C:10]1[CH:15]=[CH:14][C:13]([C:16]#[C:17]C(C)(O)C)=[CH:12][CH:11]=1)[CH2:2][CH2:3][CH2:4][CH2:5][CH2:6][CH2:7][CH3:8].[OH-].[Na+]. (7) Given the product [N:1]1[CH:2]=[CH:3][C:4]([C:7]2[CH:11]=[C:10]([CH2:12][OH:13])[NH:9][N:8]=2)=[CH:5][CH:6]=1, predict the reactants needed to synthesize it. The reactants are: [N:1]1[CH:6]=[CH:5][C:4]([C:7]2[CH:11]=[C:10]([C:12](OC)=[O:13])[NH:9][N:8]=2)=[CH:3][CH:2]=1.C1COCC1.[H-].[Al+3].[Li+].[H-].[H-].[H-].